This data is from Forward reaction prediction with 1.9M reactions from USPTO patents (1976-2016). The task is: Predict the product of the given reaction. Given the reactants [CH2:1]([O:4][C:5]([N:7]1[CH:11]([CH3:12])[CH2:10][CH2:9][C@@H:8]1[C:13]([OH:15])=O)=[O:6])[CH:2]=[CH2:3].[N:16]1(O)[C:20]2[CH:21]=CC=C[C:19]=2N=N1.Cl.CN(C)CCCN=C=NCC.C(N)(C)C, predict the reaction product. The product is: [CH:20]([NH:16][C:13]([C@H:8]1[CH2:9][CH2:10][CH:11]([CH3:12])[N:7]1[C:5]([O:4][CH2:1][CH:2]=[CH2:3])=[O:6])=[O:15])([CH3:21])[CH3:19].